Dataset: Retrosynthesis with 50K atom-mapped reactions and 10 reaction types from USPTO. Task: Predict the reactants needed to synthesize the given product. Given the product COc1cc(CCN2CCN(c3nsc4ccccc34)CC2)c([N+](=O)[O-])cc1OC, predict the reactants needed to synthesize it. The reactants are: COc1cc(CC(=O)N2CCN(c3nsc4ccccc34)CC2)c([N+](=O)[O-])cc1OC.